Dataset: Peptide-MHC class I binding affinity with 185,985 pairs from IEDB/IMGT. Task: Regression. Given a peptide amino acid sequence and an MHC pseudo amino acid sequence, predict their binding affinity value. This is MHC class I binding data. (1) The peptide sequence is FVFEATKLY. The MHC is HLA-B15:09 with pseudo-sequence HLA-B15:09. The binding affinity (normalized) is 0.0847. (2) The peptide sequence is RRRPVTRPL. The MHC is HLA-A69:01 with pseudo-sequence HLA-A69:01. The binding affinity (normalized) is 0.0847. (3) The peptide sequence is TAIFLTTLSR. The MHC is HLA-A11:01 with pseudo-sequence HLA-A11:01. The binding affinity (normalized) is 0.473. (4) The peptide sequence is VIRHVDGKIL. The MHC is HLA-A68:02 with pseudo-sequence HLA-A68:02. The binding affinity (normalized) is 0. (5) The peptide sequence is FRRVAHSSL. The MHC is HLA-A80:01 with pseudo-sequence HLA-A80:01. The binding affinity (normalized) is 0.0847. (6) The peptide sequence is SDYLELDTI. The MHC is HLA-A02:06 with pseudo-sequence HLA-A02:06. The binding affinity (normalized) is 0. (7) The peptide sequence is YHHFKTIEL. The MHC is HLA-B07:02 with pseudo-sequence HLA-B07:02. The binding affinity (normalized) is 0.213.